Dataset: Catalyst prediction with 721,799 reactions and 888 catalyst types from USPTO. Task: Predict which catalyst facilitates the given reaction. (1) Reactant: [NH2:1][CH2:2][CH2:3][NH:4][C:5]1[N:14]=[C:13]([N:15]([C:17]2[CH:22]=[CH:21][C:20]([O:23][CH3:24])=[CH:19][CH:18]=2)[CH3:16])[C:12]2[C:7](=[CH:8][CH:9]=[CH:10][CH:11]=2)[N:6]=1.CO.Cl.[O-:28][C:29]#[N:30].[K+]. Product: [CH3:24][O:23][C:20]1[CH:19]=[CH:18][C:17]([N:15]([CH3:16])[C:13]2[C:12]3[C:7](=[CH:8][CH:9]=[CH:10][CH:11]=3)[N:6]=[C:5]([NH:4][CH2:3][CH2:2][NH:1][C:29]([NH2:30])=[O:28])[N:14]=2)=[CH:22][CH:21]=1. The catalyst class is: 6. (2) Reactant: [O:1]=[S:2]1(=[O:16])[C:7]2[CH:8]=[CH:9][CH:10]=[CH:11][C:6]=2[NH:5][C:4]([CH2:12][C:13]([OH:15])=O)=[N:3]1.[CH2:17]([O:19][C:20]([C@H:22]1[C@@H:27]([NH:28][CH2:29][C:30]2[CH:35]=[CH:34][C:33]([F:36])=[CH:32][CH:31]=2)[C@H:26]2[CH2:37][C@@H:23]1[CH2:24][CH2:25]2)=[O:21])[CH3:18].Cl.CN(C)CCCN=C=NCC.CN1CCOCC1.Cl. Product: [CH2:17]([O:19][C:20]([C@H:22]1[C@@H:27]([N:28]([C:13](=[O:15])[CH2:12][C:4]2[NH:5][C:6]3[CH:11]=[CH:10][CH:9]=[CH:8][C:7]=3[S:2](=[O:1])(=[O:16])[N:3]=2)[CH2:29][C:30]2[CH:35]=[CH:34][C:33]([F:36])=[CH:32][CH:31]=2)[C@H:26]2[CH2:37][C@@H:23]1[CH2:24][CH2:25]2)=[O:21])[CH3:18]. The catalyst class is: 9. (3) Reactant: [CH2:1]([O:3][C:4](=[O:18])[CH2:5][O:6][C:7]1[CH:17]=[N:16][CH:15]=[CH:14][C:8]=1[C:9](OCC)=[O:10])[CH3:2].[H-].[Na+]. Product: [OH:10][C:9]1[C:8]2[C:7](=[CH:17][N:16]=[CH:15][CH:14]=2)[O:6][C:5]=1[C:4]([O:3][CH2:1][CH3:2])=[O:18]. The catalyst class is: 1. (4) Reactant: [I:1][C:2]1[CH:3]=[C:4]([CH:7]=[CH:8][CH:9]=1)[CH2:5]Br.[P:10]([O:17]CC)([O:14][CH2:15][CH3:16])[O:11][CH2:12][CH3:13]. The catalyst class is: 25. Product: [I:1][C:2]1[CH:3]=[C:4]([CH:7]=[CH:8][CH:9]=1)[CH2:5][P:10](=[O:17])([O:14][CH2:15][CH3:16])[O:11][CH2:12][CH3:13]. (5) Reactant: [C:1]([C:5]1[CH:15]=[CH:14][C:8]([O:9][CH2:10][C:11]([OH:13])=O)=[CH:7][CH:6]=1)([CH3:4])([CH3:3])[CH3:2].Cl.[NH2:17][CH2:18][C:19]1[CH:24]=[CH:23][C:22]([NH:25][S:26]([CH3:29])(=[O:28])=[O:27])=[C:21]([CH3:30])[CH:20]=1.C(N(CC)CC)C. Product: [C:1]([C:5]1[CH:6]=[CH:7][C:8]([O:9][CH2:10][C:11]([NH:17][CH2:18][C:19]2[CH:24]=[CH:23][C:22]([NH:25][S:26]([CH3:29])(=[O:28])=[O:27])=[C:21]([CH3:30])[CH:20]=2)=[O:13])=[CH:14][CH:15]=1)([CH3:2])([CH3:3])[CH3:4]. The catalyst class is: 468.